Dataset: Reaction yield outcomes from USPTO patents with 853,638 reactions. Task: Predict the reaction yield, written as a fraction of the theoretical maximum amount of product (1.0 means a 100% yield; for example, 0.34 means a 34% yield). (1) No catalyst specified. The product is [CH:31]1([NH:37][C:12]2[N:13]=[C:8]([C:5]3[CH:6]=[CH:7][C:2]([F:1])=[CH:3][C:4]=3[CH3:30])[C:9]3[CH:21]=[CH:20][C:19](=[O:22])[N:18]([C:23]4[CH:28]=[CH:27][CH:26]=[CH:25][C:24]=4[CH3:29])[C:10]=3[N:11]=2)[CH2:36][CH2:35][CH2:34][CH2:33][CH2:32]1. The yield is 0.480. The reactants are [F:1][C:2]1[CH:7]=[CH:6][C:5]([C:8]2[C:9]3[CH:21]=[CH:20][C:19](=[O:22])[N:18]([C:23]4[CH:28]=[CH:27][CH:26]=[CH:25][C:24]=4[CH3:29])[C:10]=3[N:11]=[C:12](S(C)(=O)=O)[N:13]=2)=[C:4]([CH3:30])[CH:3]=1.[CH:31]1([NH2:37])[CH2:36][CH2:35][CH2:34][CH2:33][CH2:32]1. (2) The reactants are C(OC([N:11]1[CH2:15][CH:14]2[CH2:16][CH:17]([CH2:19][O:20][C:21]3[CH:30]=[C:29]4[C:24]([C:25]([O:31][C:32]5[CH:37]=[CH:36][C:35]([N+:38]([O-:40])=[O:39])=[CH:34][C:33]=5[F:41])=[CH:26][CH:27]=[N:28]4)=[CH:23][C:22]=3[O:42][CH3:43])[CH2:18][CH:13]2[CH2:12]1)=O)C1C=CC=CC=1.Br. The catalyst is C(O)(=O)C.CCOC(C)=O. The product is [F:41][C:33]1[CH:34]=[C:35]([N+:38]([O-:40])=[O:39])[CH:36]=[CH:37][C:32]=1[O:31][C:25]1[C:24]2[C:29](=[CH:30][C:21]([O:20][CH2:19][CH:17]3[CH2:18][CH:13]4[CH2:12][NH:11][CH2:15][CH:14]4[CH2:16]3)=[C:22]([O:42][CH3:43])[CH:23]=2)[N:28]=[CH:27][CH:26]=1. The yield is 0.950. (3) The reactants are [F:1][C:2]1[CH:7]=[CH:6][C:5]([N:8]2[C:16]3[CH2:15][CH2:14][CH2:13][NH:12][C:11]=3[CH:10]=[N:9]2)=[CH:4][CH:3]=1.[NH:17]1[CH:21]=[CH:20][N:19]=[C:18]1[C:22]1[C:30]2[C:25](=[N:26][CH:27]=[CH:28][CH:29]=2)[N:24]([CH2:31][C:32](O)=[O:33])[N:23]=1.CCN(CC)CC.CN(C(ON1N=NC2C=CC=NC1=2)=[N+](C)C)C.F[P-](F)(F)(F)(F)F. The catalyst is CN(C=O)C. The product is [F:1][C:2]1[CH:3]=[CH:4][C:5]([N:8]2[C:16]3[CH2:15][CH2:14][CH2:13][N:12]([C:32](=[O:33])[CH2:31][N:24]4[C:25]5=[N:26][CH:27]=[CH:28][CH:29]=[C:30]5[C:22]([C:18]5[NH:17][CH:21]=[CH:20][N:19]=5)=[N:23]4)[C:11]=3[CH:10]=[N:9]2)=[CH:6][CH:7]=1. The yield is 0.960.